Dataset: Forward reaction prediction with 1.9M reactions from USPTO patents (1976-2016). Task: Predict the product of the given reaction. Given the reactants [F:1][C:2]1[CH:3]=[N:4][CH:5]=[CH:6][C:7]=1[C:8](=[O:10])[CH3:9].[Br:11]Br.C(OC(=O)C)C, predict the reaction product. The product is: [BrH:11].[Br:11][CH2:9][C:8]([C:7]1[CH:6]=[CH:5][N:4]=[CH:3][C:2]=1[F:1])=[O:10].